The task is: Predict the reaction yield, written as a fraction of the theoretical maximum amount of product (1.0 means a 100% yield; for example, 0.34 means a 34% yield).. This data is from Reaction yield outcomes from USPTO patents with 853,638 reactions. (1) The reactants are [NH2:1][C:2]1[C:9]([CH3:10])=[CH:8][C:5]([C:6]#[N:7])=[CH:4][C:3]=1[Cl:11].C(OC(=O)C)(=O)C.C([O-])(=O)C.[K+].[N:24](OCCC(C)C)=O.Cl. The catalyst is C(Cl)(Cl)Cl.CO. The product is [Cl:11][C:3]1[CH:4]=[C:5]([C:6]#[N:7])[CH:8]=[C:9]2[C:2]=1[NH:1][N:24]=[CH:10]2. The yield is 0.180. (2) The reactants are [NH2:1][C:2]1[CH:7]=[CH:6][C:5]([NH:8][S:9]([C:12]2[CH:17]=[CH:16][C:15]([CH3:18])=[CH:14][CH:13]=2)(=[O:11])=[O:10])=[CH:4][CH:3]=1.[Si]([N:23]=[N+:24]=[N-])(C)(C)C. The catalyst is CC#N. The product is [N:1]([C:2]1[CH:3]=[CH:4][C:5]([NH:8][S:9]([C:12]2[CH:17]=[CH:16][C:15]([CH3:18])=[CH:14][CH:13]=2)(=[O:11])=[O:10])=[CH:6][CH:7]=1)=[N+:23]=[N-:24]. The yield is 0.930. (3) The reactants are [CH3:1][C:2]1[CH:3]=[C:4](CC#N)[CH:5]=[C:6]([CH3:20])[C:7]=1[O:8][C:9]1[CH:14]=[CH:13][C:12]([O:15][CH3:16])=[C:11]([CH:17]([CH3:19])[CH3:18])[CH:10]=1.OS(O)(=O)=O.[C:29]([OH:32])(=[O:31])[CH3:30]. No catalyst specified. The product is [CH3:20][C:6]1[CH:5]=[C:4]([CH2:30][C:29]([OH:32])=[O:31])[CH:3]=[C:2]([CH3:1])[C:7]=1[O:8][C:9]1[CH:14]=[CH:13][C:12]([O:15][CH3:16])=[C:11]([CH:17]([CH3:18])[CH3:19])[CH:10]=1. The yield is 0.850. (4) The reactants are [ClH:1].[C:2]([C:5]1[CH:6]=[NH+:7][CH:8]=[CH:9][CH:10]=1)(=[O:4])[CH3:3].Cl.[Cl:12]N1C(=O)CCC1=O. The product is [ClH:12].[Cl:1][CH2:3][C:2]([C:5]1[CH:6]=[N:7][CH:8]=[CH:9][CH:10]=1)=[O:4]. The yield is 0.830. The catalyst is CCOCC. (5) The reactants are [O:1]=[C:2]1[CH2:19][CH2:18][C:5]2([CH2:10][CH2:9][N:8]([C:11]([O:13][C:14]([CH3:17])([CH3:16])[CH3:15])=[O:12])[CH2:7][CH2:6]2)[CH:4]=[CH:3]1. The catalyst is C(Cl)Cl.[Pd]. The product is [O:1]=[C:2]1[CH2:19][CH2:18][C:5]2([CH2:10][CH2:9][N:8]([C:11]([O:13][C:14]([CH3:15])([CH3:16])[CH3:17])=[O:12])[CH2:7][CH2:6]2)[CH2:4][CH2:3]1. The yield is 0.590. (6) The reactants are [CH2:1]([Zn])[C:2]([CH3:5])([CH3:4])[CH3:3].C1COCC1.I[C:13]1[CH:14]=[C:15]2[C:20](=[CH:21][CH:22]=1)[O:19][CH2:18][CH2:17][C@@H:16]2[NH:23]C(=O)OC(C)(C)C. The catalyst is C1C=CC(P(C2C=CC=CC=2)[C-]2C=CC=C2)=CC=1.C1C=CC(P(C2C=CC=CC=2)[C-]2C=CC=C2)=CC=1.Cl[Pd]Cl.[Fe+2]. The product is [CH2:1]([C:13]1[CH:14]=[C:15]2[C:20](=[CH:21][CH:22]=1)[O:19][CH2:18][CH2:17][C@@H:16]2[NH2:23])[C:2]([CH3:5])([CH3:4])[CH3:3]. The yield is 0.570. (7) The reactants are [NH2:1][C:2]1[CH:7]=[C:6]([Cl:8])[CH:5]=[CH:4][C:3]=1[OH:9].C([O-])([O-])=O.[K+].[K+].[CH2:16](Br)[CH:17]=[CH2:18]. The catalyst is CC(C)=O. The product is [CH2:18]([O:9][C:3]1[CH:4]=[CH:5][C:6]([Cl:8])=[CH:7][C:2]=1[NH2:1])[CH:17]=[CH2:16]. The yield is 0.650. (8) The reactants are [CH3:1][N:2]([CH:12]1[CH:17]([CH3:18])[CH2:16][CH2:15][NH:14][CH2:13]1)[C:3]1[C:4]2[CH:11]=[CH:10][NH:9][C:5]=2[N:6]=[CH:7][N:8]=1.[C:19](Cl)(=[O:21])[CH3:20]. The catalyst is ClCCl.N1C=CC=CC=1. The product is [CH3:18][CH:17]1[CH2:16][CH2:15][N:14]([C:19](=[O:21])[CH3:20])[CH2:13][CH:12]1[N:2]([CH3:1])[C:3]1[C:4]2[CH:11]=[CH:10][NH:9][C:5]=2[N:6]=[CH:7][N:8]=1. The yield is 0.150. (9) The reactants are [CH:1]1[C:10]2[C:5](=[CH:6][CH:7]=[CH:8][CH:9]=2)[CH:4]=[CH:3][C:2]=1[S:11]([N:14]1[CH2:18][CH:17]2[CH2:19][N:20]([C:22]3[N:27]=[CH:26][C:25]([C:28]([O:30]CC)=[O:29])=[CH:24][N:23]=3)[CH2:21][CH:16]2[CH2:15]1)(=[O:13])=[O:12].[OH-].[Na+].Cl. The catalyst is C(O)C. The product is [CH:1]1[C:10]2[C:5](=[CH:6][CH:7]=[CH:8][CH:9]=2)[CH:4]=[CH:3][C:2]=1[S:11]([N:14]1[CH2:15][CH:16]2[CH2:21][N:20]([C:22]3[N:27]=[CH:26][C:25]([C:28]([OH:30])=[O:29])=[CH:24][N:23]=3)[CH2:19][CH:17]2[CH2:18]1)(=[O:13])=[O:12]. The yield is 0.820.